Dataset: Forward reaction prediction with 1.9M reactions from USPTO patents (1976-2016). Task: Predict the product of the given reaction. (1) Given the reactants Br[C:2]1[CH:3]=[CH:4][C:5](=[O:18])[N:6]([CH2:8][CH2:9][NH:10][C:11](=[O:17])[O:12][C:13]([CH3:16])([CH3:15])[CH3:14])[CH:7]=1.[S:19]1[CH:23]=[CH:22][CH:21]=[C:20]1B(O)O.C([O-])([O-])=O.[Na+].[Na+], predict the reaction product. The product is: [O:18]=[C:5]1[CH:4]=[CH:3][C:2]([C:20]2[S:19][CH:23]=[CH:22][CH:21]=2)=[CH:7][N:6]1[CH2:8][CH2:9][NH:10][C:11](=[O:17])[O:12][C:13]([CH3:16])([CH3:15])[CH3:14]. (2) Given the reactants CN(CCN(C)C)C.[CH2:9]=[CH:10][C:11]1[CH:16]=[CH:15][CH:14]=[CH:13][CH:12]=1.C([Li])CCC.[CH2:22]=[CH:23][C:24](=[CH2:26])[CH3:25].CO.C=CC(=C)C.[CH2:34]=[CH:35][C:36]1[CH:41]=[CH:40][CH:39]=[CH:38][CH:37]=1, predict the reaction product. The product is: [CH2:9]=[CH:10][C:11]1[CH:16]=[CH:15][CH:14]=[CH:13][CH:12]=1.[CH2:22]=[CH:23][C:24](=[CH2:25])[CH3:26].[CH2:34]=[CH:35][C:36]1[CH:41]=[CH:40][CH:39]=[CH:38][CH:37]=1. (3) Given the reactants [H-].[Na+].C(N1CCCCC(=O)C1)C1C=CC=CC=1.C(OP(CC(OCC)=O)(OCC)=O)C.C([N:39]1[CH2:45][CH2:44][CH2:43][CH2:42][C:41](=[CH:46][C:47]([O:49][CH2:50][CH3:51])=[O:48])[CH2:40]1)C1C=CC=CC=1.[ClH:52].CCOC(C)=O, predict the reaction product. The product is: [ClH:52].[NH:39]1[CH2:45][CH2:44][CH2:43][CH2:42][CH:41]([CH2:46][C:47]([O:49][CH2:50][CH3:51])=[O:48])[CH2:40]1. (4) The product is: [OH:8][C:9]1[CH:10]=[CH:11][C:12]([N:15]2[CH2:16][CH2:17][CH:18]([N:21]3[C:26](=[O:27])[C:25]([CH2:28][C:29]4[CH:34]=[CH:33][C:32]([C:35]5[C:36]([C:41]#[N:42])=[CH:37][CH:38]=[CH:39][CH:40]=5)=[CH:31][CH:30]=4)=[C:24]([CH2:43][CH2:44][CH3:45])[N:23]4[N:46]=[CH:47][N:48]=[C:22]34)[CH2:19][CH2:20]2)=[CH:13][CH:14]=1. Given the reactants C([O:8][C:9]1[CH:14]=[CH:13][C:12]([N:15]2[CH2:20][CH2:19][CH:18]([N:21]3[C:26](=[O:27])[C:25]([CH2:28][C:29]4[CH:34]=[CH:33][C:32]([C:35]5[C:36]([C:41]#[N:42])=[CH:37][CH:38]=[CH:39][CH:40]=5)=[CH:31][CH:30]=4)=[C:24]([CH2:43][CH2:44][CH3:45])[N:23]4[N:46]=[CH:47][N:48]=[C:22]34)[CH2:17][CH2:16]2)=[CH:11][CH:10]=1)C1C=CC=CC=1.O1CCCC1, predict the reaction product.